Dataset: Full USPTO retrosynthesis dataset with 1.9M reactions from patents (1976-2016). Task: Predict the reactants needed to synthesize the given product. (1) Given the product [CH3:10][O:11][C:12]1[CH:26]=[CH:25][C:15]([CH2:16][O:17][C:18]([CH3:24])([CH3:23])[CH2:19][OH:20])=[CH:14][CH:13]=1, predict the reactants needed to synthesize it. The reactants are: CC(C[AlH]CC(C)C)C.[CH3:10][O:11][C:12]1[CH:26]=[CH:25][C:15]([CH2:16][O:17][C:18]([CH3:24])([CH3:23])[C:19](OC)=[O:20])=[CH:14][CH:13]=1.C(C(C(C([O-])=O)O)O)([O-])=O.[Na+].[Na+]. (2) Given the product [Cl:1][C:2]1[N:3]=[C:4]([NH:22][C:17]2[CH:16]=[CH:15][C:14]([O:13][CH3:12])=[C:19]([O:20][CH3:21])[N:18]=2)[C:5]2[N:10]=[CH:9][S:8][C:6]=2[N:7]=1, predict the reactants needed to synthesize it. The reactants are: [Cl:1][C:2]1[N:3]=[C:4](Cl)[C:5]2[N:10]=[CH:9][S:8][C:6]=2[N:7]=1.[CH3:12][O:13][C:14]1[CH:15]=[CH:16][C:17]([NH2:22])=[N:18][C:19]=1[O:20][CH3:21].CCN(C(C)C)C(C)C.O. (3) The reactants are: [NH:1](C(OC(C)(C)C)=O)[C@@H:2]([C:7]([NH:9][C@H:10]([C:15]([NH:17][C@H:18]([C:36]([N:38]1[CH2:47][CH2:46][CH2:45][C@H:39]1[C:40]([NH:42][CH2:43][CH3:44])=[O:41])=[O:37])[CH2:19][CH2:20][CH2:21][NH:22][C:23](=[NH:35])[NH:24][S:25]([C:28]1[CH:34]=[CH:33][C:31]([CH3:32])=[CH:30][CH:29]=1)(=[O:27])=[O:26])=[O:16])[CH2:11][CH:12]([CH3:14])[CH3:13])=[O:8])[CH2:3][CH:4]([CH3:6])[CH3:5].[NH:55](C(OC(C)(C)C)=O)[C@H:56]([C:72]([OH:74])=O)[CH2:57][C:58]1[CH:63]=[CH:62][C:61]([O:64][CH2:65][C:66]2[CH:71]=[CH:70][CH:69]=[CH:68][CH:67]=2)=[CH:60][CH:59]=1.CS(O)(=O)=O.[C:87](=[O:90])([O-])[O-:88].[Na+].[Na+]. Given the product [NH:55]([C:87]([O:88][C:4]([CH3:6])([CH3:5])[CH3:3])=[O:90])[C@H:56]([C:72]([NH:1][C@@H:2]([C:7]([NH:9][C@H:10]([C:15]([NH:17][C@H:18]([C:36]([N:38]1[CH2:47][CH2:46][CH2:45][C@H:39]1[C:40]([NH:42][CH2:43][CH3:44])=[O:41])=[O:37])[CH2:19][CH2:20][CH2:21][NH:22][C:23](=[NH:35])[NH:24][S:25]([C:28]1[CH:29]=[CH:30][C:31]([CH3:32])=[CH:33][CH:34]=1)(=[O:27])=[O:26])=[O:16])[CH2:11][CH:12]([CH3:14])[CH3:13])=[O:8])[CH2:3][CH:4]([CH3:6])[CH3:5])=[O:74])[CH2:57][C:58]1[CH:59]=[CH:60][C:61]([O:64][CH2:65][C:66]2[CH:67]=[CH:68][CH:69]=[CH:70][CH:71]=2)=[CH:62][CH:63]=1, predict the reactants needed to synthesize it. (4) Given the product [C:1]([O:5][C:6]([NH:8][CH2:9][CH2:10][CH2:11][C@H:12]([NH:17][C:18]([C:20]1[C:21](=[O:35])[N:22]([CH2:26][C:27]2[CH:32]=[C:31]([F:33])[CH:30]=[C:29]([F:34])[CH:28]=2)[CH:23]=[CH:24][CH:25]=1)=[O:19])[C:13]([OH:15])=[O:14])=[O:7])([CH3:4])([CH3:2])[CH3:3], predict the reactants needed to synthesize it. The reactants are: [C:1]([O:5][C:6]([NH:8][CH2:9][CH2:10][CH2:11][C@H:12]([NH:17][C:18]([C:20]1[C:21](=[O:35])[N:22]([CH2:26][C:27]2[CH:32]=[C:31]([F:33])[CH:30]=[C:29]([F:34])[CH:28]=2)[CH:23]=[CH:24][CH:25]=1)=[O:19])[C:13]([O:15]C)=[O:14])=[O:7])([CH3:4])([CH3:3])[CH3:2].C1COCC1.[OH-].[Na+].